From a dataset of Forward reaction prediction with 1.9M reactions from USPTO patents (1976-2016). Predict the product of the given reaction. Given the reactants [NH2:1][C:2]1[O:6][N:5]=[C:4]([CH3:7])[C:3]=1[Br:8].[CH2:9]([C:17]1[CH:18]=[C:19]([S:22](Cl)(=[O:24])=[O:23])[S:20][CH:21]=1)[CH2:10][C:11]1[CH:16]=[CH:15][CH:14]=[CH:13][CH:12]=1, predict the reaction product. The product is: [Br:8][C:3]1[C:4]([CH3:7])=[N:5][O:6][C:2]=1[NH:1][S:22]([C:19]1[S:20][CH:21]=[C:17]([CH2:9][CH2:10][C:11]2[CH:16]=[CH:15][CH:14]=[CH:13][CH:12]=2)[CH:18]=1)(=[O:23])=[O:24].